This data is from Catalyst prediction with 721,799 reactions and 888 catalyst types from USPTO. The task is: Predict which catalyst facilitates the given reaction. (1) Reactant: C(O)=O.[NH2:4][CH2:5][CH2:6][C:7]1[CH:30]=[CH:29][C:10]([NH:11][CH:12]2[CH2:17][CH2:16][N:15]([C:18]([NH:20][CH2:21][CH2:22][CH2:23][CH2:24][CH2:25][CH2:26][CH2:27][CH3:28])=[O:19])[CH2:14][CH2:13]2)=[CH:9][CH:8]=1.C([O:38][C:39]1[CH:40]=[CH:41][C:42]([O:50][CH2:51][C@@H:52]2[CH2:54][O:53]2)=[C:43]2[C:48]=1[NH:47][C:46](=[O:49])[CH2:45][CH2:44]2)C1C=CC=CC=1. Product: [CH2:21]([NH:20][C:18]([N:15]1[CH2:16][CH2:17][CH:12]([NH:11][C:10]2[CH:9]=[CH:8][C:7]([CH2:6][CH2:5][NH:4][CH2:54][C@H:52]([OH:53])[CH2:51][O:50][C:42]3[CH:41]=[CH:40][C:39]([OH:38])=[C:48]4[C:43]=3[CH2:44][CH2:45][C:46](=[O:49])[NH:47]4)=[CH:30][CH:29]=2)[CH2:13][CH2:14]1)=[O:19])[CH2:22][CH2:23][CH2:24][CH2:25][CH2:26][CH2:27][CH3:28]. The catalyst class is: 147. (2) Reactant: [C:1]1(=O)[C:6]2[CH2:7][O:8][CH2:9][C:5]=2[CH:4]=[N:3][NH:2]1.P(Br)(Br)[Br:12].[OH-].[Na+].BrC1N=NC=C(C)C=1C. Product: [Br:12][C:1]1[C:6]2[CH2:7][O:8][CH2:9][C:5]=2[CH:4]=[N:3][N:2]=1. The catalyst class is: 84. (3) Reactant: C([O:5][C:6](=[O:28])[CH2:7][N:8]1[C:16]2[C:11](=[C:12]([N+:17]([O-])=O)[CH:13]=[CH:14][CH:15]=2)[CH:10]([CH2:20][CH2:21][CH2:22][C:23](OCC)=[O:24])[CH2:9]1)(C)(C)C.[CH3:29]CO. The catalyst class is: 45. Product: [CH3:29][N:17]1[C:12]2[C:11]3[CH:10]([CH2:9][N:8]([CH2:7][C:6]([OH:5])=[O:28])[C:16]=3[CH:15]=[CH:14][CH:13]=2)[CH2:20][CH2:21][CH2:22][C:23]1=[O:24]. (4) Reactant: [F:1]/[C:2](=[CH:8]\[C:9]1[CH:14]=[CH:13][CH:12]=[CH:11][C:10]=1[NH:15][C:16](=[O:30])[C:17]1[CH:22]=[CH:21][CH:20]=[CH:19][C:18]=1[O:23][C:24]1[CH:29]=[CH:28][CH:27]=[CH:26][CH:25]=1)/[C:3](OCC)=[O:4].[NH2:31][OH:32].[OH-].[Na+]. Product: [F:1]/[C:2](/[C:3]([NH:31][OH:32])=[O:4])=[CH:8]\[C:9]1[CH:14]=[CH:13][CH:12]=[CH:11][C:10]=1[NH:15][C:16](=[O:30])[C:17]1[CH:22]=[CH:21][CH:20]=[CH:19][C:18]=1[O:23][C:24]1[CH:29]=[CH:28][CH:27]=[CH:26][CH:25]=1. The catalyst class is: 92. (5) Product: [Cl:15][C:16]1[CH:25]=[C:24]2[C:19]([CH2:20][CH2:21][CH2:22][N:23]2[C:2]2[N:7]=[C:6]([Cl:8])[N:5]=[CH:4][N:3]=2)=[CH:18][CH:17]=1. The catalyst class is: 751. Reactant: Cl[C:2]1[N:7]=[C:6]([Cl:8])[N:5]=[CH:4][N:3]=1.C([O-])([O-])=O.[K+].[K+].[Cl:15][C:16]1[CH:25]=[C:24]2[C:19]([CH2:20][CH2:21][CH2:22][NH:23]2)=[CH:18][CH:17]=1.